Task: Predict the reaction yield, written as a fraction of the theoretical maximum amount of product (1.0 means a 100% yield; for example, 0.34 means a 34% yield).. Dataset: Reaction yield outcomes from USPTO patents with 853,638 reactions The reactants are [CH3:1][C:2]1[O:3][C:4]([CH3:10])=[CH:5][C:6]=1[C:7](Cl)=[O:8].[NH2:11][C:12]1[CH:13]=[C:14]([CH:31]=[CH:32][C:33]=1[CH3:34])[O:15][C:16]1[CH:17]=[CH:18][C:19]2[N:20]([N:22]=[C:23]([NH:25][C:26]([CH:28]3[CH2:30][CH2:29]3)=[O:27])[N:24]=2)[CH:21]=1. The catalyst is CN(C)C(=O)C. The product is [CH:28]1([C:26]([NH:25][C:23]2[N:24]=[C:19]3[CH:18]=[CH:17][C:16]([O:15][C:14]4[CH:31]=[CH:32][C:33]([CH3:34])=[C:12]([NH:11][C:7]([C:6]5[CH:5]=[C:4]([CH3:10])[O:3][C:2]=5[CH3:1])=[O:8])[CH:13]=4)=[CH:21][N:20]3[N:22]=2)=[O:27])[CH2:29][CH2:30]1. The yield is 0.560.